Task: Predict the reaction yield, written as a fraction of the theoretical maximum amount of product (1.0 means a 100% yield; for example, 0.34 means a 34% yield).. Dataset: Reaction yield outcomes from USPTO patents with 853,638 reactions (1) The reactants are [Br:1][C:2]1[CH:3]=[C:4]2[C:9](=[CH:10][CH:11]=1)[O:8][C:7]([CH3:13])([CH3:12])[CH2:6][C:5]2([CH3:15])[CH3:14].[CH2:16]([O:18]CC)C. The catalyst is ClCCl.[Ti](Cl)(Cl)(Cl)Cl. The product is [Br:1][C:2]1[CH:3]=[C:4]2[C:9](=[C:10]([CH:16]=[O:18])[CH:11]=1)[O:8][C:7]([CH3:13])([CH3:12])[CH2:6][C:5]2([CH3:15])[CH3:14]. The yield is 0.940. (2) The reactants are [Br:1][C:2]1[CH:3]=[CH:4][C:5]2[O:14][CH2:13][CH2:12][N:11]3[C:7](=[N:8][C:9](I)=[CH:10]3)[C:6]=2[CH:16]=1.CC1(C)C(C)(C)OB([C:25]2[C:26]([C:30]([F:33])([F:32])[F:31])=[N:27][NH:28][CH:29]=2)O1.C(Cl)Cl.C([O-])([O-])=O.[Cs+].[Cs+]. The catalyst is O1CCOCC1.O. The product is [Br:1][C:2]1[CH:3]=[CH:4][C:5]2[O:14][CH2:13][CH2:12][N:11]3[C:7](=[N:8][C:9]([C:25]4[C:26]([C:30]([F:33])([F:32])[F:31])=[N:27][NH:28][CH:29]=4)=[CH:10]3)[C:6]=2[CH:16]=1. The yield is 0.0300. (3) The reactants are [CH3:1][N:2]([CH3:7])[CH2:3][CH2:4][NH:5][CH3:6].[Cl:8][C:9]1[C:10]([C:28]2[C:36]3[C:31](=[CH:32][CH:33]=[CH:34][CH:35]=3)[N:30]([CH3:37])[CH:29]=2)=[N:11][C:12]([NH:15][C:16]2[CH:21]=[C:20]([N+:22]([O-:24])=[O:23])[C:19](F)=[CH:18][C:17]=2[O:26][CH3:27])=[N:13][CH:14]=1.CCN(C(C)C)C(C)C. The catalyst is CC(N(C)C)=O.CO. The product is [Cl:8][C:9]1[C:10]([C:28]2[C:36]3[C:31](=[CH:32][CH:33]=[CH:34][CH:35]=3)[N:30]([CH3:37])[CH:29]=2)=[N:11][C:12]([NH:15][C:16]2[CH:21]=[C:20]([N+:22]([O-:24])=[O:23])[C:19]([N:5]([CH2:4][CH2:3][N:2]([CH3:7])[CH3:1])[CH3:6])=[CH:18][C:17]=2[O:26][CH3:27])=[N:13][CH:14]=1. The yield is 0.890. (4) The reactants are [NH2:1][C:2]1[CH:3]=[C:4]([CH:21]=[CH:22][CH:23]=1)[CH2:5][S:6][C:7]1[CH:8]=[C:9]([NH:13][C:14](=[O:20])[O:15][C:16]([CH3:19])([CH3:18])[CH3:17])[CH:10]=[CH:11][CH:12]=1.C(=O)([O-])[O-].[K+].[K+].[Cl:30][C:31]1[N:36]=[C:35](Cl)[C:34]([Cl:38])=[CH:33][N:32]=1.O. The catalyst is CN(C)C=O. The product is [Cl:30][C:31]1[N:36]=[C:35]([NH:1][C:2]2[CH:3]=[C:4]([CH:21]=[CH:22][CH:23]=2)[CH2:5][S:6][C:7]2[CH:8]=[C:9]([NH:13][C:14](=[O:20])[O:15][C:16]([CH3:19])([CH3:17])[CH3:18])[CH:10]=[CH:11][CH:12]=2)[C:34]([Cl:38])=[CH:33][N:32]=1. The yield is 0.840. (5) The reactants are [NH:1](C(OC(C)(C)C)=O)[C:2]([C:5]([NH:7][C@@H:8]([C:19]([N:21]1[CH2:28][CH2:27][CH2:26][C@@H:22]1[C:23]([OH:25])=[O:24])=[O:20])[CH2:9][C:10]1[C:18]2[C:13](=[CH:14][CH:15]=[CH:16][CH:17]=2)[NH:12][CH:11]=1)=[O:6])([CH3:4])[CH3:3].[CH2:36]([N-:40][CH2:41][CH:42]([CH3:44])[CH3:43])[CH:37]([CH3:39])[CH3:38].CSC.C(S)CS.N[C@H](C(O)=O)CC1C2C(=CC=CC=2)NC=1.FC(F)(F)C(O)=O. The catalyst is C(Cl)Cl. The product is [NH2:1][C:2]([C:5]([NH:7][C@@H:8]([C:19]([N:21]1[CH2:28][CH2:27][CH2:26][C@@H:22]1[C:23]([OH:25])=[O:24])=[O:20])[CH2:9][C:10]1[C:18]2[C:13](=[CH:14][CH:15]=[CH:16][CH:17]=2)[NH:12][CH:11]=1)=[O:6])([CH3:3])[CH3:4].[CH2:36]([N-:40][CH2:41][CH:42]([CH3:44])[CH3:43])[CH:37]([CH3:39])[CH3:38]. The yield is 0.862. (6) No catalyst specified. The product is [C:1]([C:6]1[CH:7]=[CH:8][C:9]([O:15][CH3:16])=[C:10]([CH:14]=1)[C:11]([NH:22][C:21]1[CH:23]=[C:24]([C:26]([F:27])([F:28])[F:29])[CH:25]=[C:19]([C:18]([F:17])([F:30])[F:31])[CH:20]=1)=[O:13])(=[O:5])[CH:2]([CH3:3])[CH3:4]. The reactants are [C:1]([C:6]1[CH:7]=[CH:8][C:9]([O:15][CH3:16])=[C:10]([CH:14]=1)[C:11]([OH:13])=O)(=[O:5])[CH:2]([CH3:4])[CH3:3].[F:17][C:18]([F:31])([F:30])[C:19]1[CH:20]=[C:21]([CH:23]=[C:24]([C:26]([F:29])([F:28])[F:27])[CH:25]=1)[NH2:22]. The yield is 0.614.